From a dataset of Catalyst prediction with 721,799 reactions and 888 catalyst types from USPTO. Predict which catalyst facilitates the given reaction. (1) Reactant: [C:1]([O:5][C:6](=[O:9])[NH:7][NH2:8])([CH3:4])([CH3:3])[CH3:2].C(Cl)Cl.C(=O)([O-])[O-].[K+].[K+].[CH3:19][C:20]1[C:28]([CH3:29])=[CH:27][CH:26]=[CH:25][C:21]=1[C:22](Cl)=[O:23]. Product: [CH3:19][C:20]1[C:28]([CH3:29])=[CH:27][CH:26]=[CH:25][C:21]=1[C:22]([NH:8][NH:7][C:6]([O:5][C:1]([CH3:4])([CH3:3])[CH3:2])=[O:9])=[O:23]. The catalyst class is: 6. (2) Reactant: [CH2:1]([N:3]1[C:12]2[C:7](=[CH:8][C:9]([N+:13]([O-])=O)=[CH:10][CH:11]=2)[C:6](=[O:16])[N:5]([CH2:17][CH:18]2[CH2:21][O:20][CH2:19]2)[C:4]1=[O:22])[CH3:2].[H][H]. Product: [NH2:13][C:9]1[CH:8]=[C:7]2[C:12](=[CH:11][CH:10]=1)[N:3]([CH2:1][CH3:2])[C:4](=[O:22])[N:5]([CH2:17][CH:18]1[CH2:19][O:20][CH2:21]1)[C:6]2=[O:16]. The catalyst class is: 43. (3) Reactant: [CH2:1]([C:3]1[CH:8]=[CH:7][C:6]([OH:9])=[C:5]([CH2:10][C:11]([CH3:13])=[CH2:12])[CH:4]=1)[CH3:2].O.C1(C)C=CC(S(O)(=O)=O)=CC=1. Product: [CH2:1]([C:3]1[CH:8]=[CH:7][C:6]2[O:9][C:11]([CH3:13])([CH3:12])[CH2:10][C:5]=2[CH:4]=1)[CH3:2]. The catalyst class is: 22. (4) Reactant: [O:1]([C:8]1[CH:20]=[CH:19][C:11]([O:12][CH:13]2[CH2:18][CH2:17][NH:16][CH2:15][CH2:14]2)=[CH:10][CH:9]=1)[C:2]1[CH:7]=[CH:6][CH:5]=[CH:4][CH:3]=1.[CH3:21][O:22][C:23](=[O:27])[CH2:24][CH2:25]Br.[CH2:28](N(CC)CC)C. Product: [CH3:21][O:22][C:23](=[O:27])[CH2:24][CH2:25][CH2:28][N:16]1[CH2:15][CH2:14][CH:13]([O:12][C:11]2[CH:19]=[CH:20][C:8]([O:1][C:2]3[CH:7]=[CH:6][CH:5]=[CH:4][CH:3]=3)=[CH:9][CH:10]=2)[CH2:18][CH2:17]1. The catalyst class is: 2. (5) Reactant: [NH2:1][C:2]1[CH:17]=[C:16]([C:18]([F:21])([F:20])[F:19])[C:15]([Cl:22])=[CH:14][C:3]=1[NH:4]C1C=CC=CC=1CCO.[NH:23]1[CH:27]=[CH:26][C:25]([CH:28]=O)=[N:24]1.[C:30]([O-:33])(=O)[CH3:31].[C:34]([O-])(=O)[CH3:35].[C:38]([O-])(=O)[CH3:39].[C:42]([O-])(=O)[CH3:43].[Pb+4].C(=O)([O-])O.[Na+]. Product: [Cl:22][C:15]1[C:16]([C:18]([F:21])([F:19])[F:20])=[CH:17][C:2]2[N:1]=[C:28]([C:25]3[CH:26]=[CH:27][NH:23][N:24]=3)[N:4]([C:35]3[CH:34]=[CH:39][C:38]([CH2:31][CH2:30][OH:33])=[CH:43][CH:42]=3)[C:3]=2[CH:14]=1. The catalyst class is: 162. (6) Reactant: COC1C=CC(C[N:8]2[C:12](=[O:13])[C@@:11]3([CH2:25][C:16]4=[N:17][CH:18]=[C:19]([C:21]([O:23][CH3:24])=[O:22])[CH:20]=[C:15]4[CH2:14]3)[N:10]([CH3:26])[C:9]2=[O:27])=CC=1.[N+]([O-])([O-])=O.[NH4+]. Product: [CH3:26][N:10]1[C@:11]2([CH2:25][C:16]3=[N:17][CH:18]=[C:19]([C:21]([O:23][CH3:24])=[O:22])[CH:20]=[C:15]3[CH2:14]2)[C:12](=[O:13])[NH:8][C:9]1=[O:27]. The catalyst class is: 5. (7) Reactant: [F:1][C:2]1[CH:3]=[C:4]([C@H:8]2[CH2:12][CH2:11][CH2:10][N:9]2[C:13]2[CH:18]=[CH:17][N:16]3[N:19]=[CH:20][C:21]([C:22](O)=[O:23])=[C:15]3[N:14]=2)[CH:5]=[N:6][CH:7]=1.CN(C(ON1N=[N:40][C:35]2[CH:36]=CC=N[C:34]1=2)=[N+](C)C)C.F[P-](F)(F)(F)(F)F.CC(N)C.CCN(C(C)C)C(C)C. Product: [F:1][C:2]1[CH:3]=[C:4]([C@H:8]2[CH2:12][CH2:11][CH2:10][N:9]2[C:13]2[CH:18]=[CH:17][N:16]3[N:19]=[CH:20][C:21]([C:22]([NH:40][CH:35]([CH3:36])[CH3:34])=[O:23])=[C:15]3[N:14]=2)[CH:5]=[N:6][CH:7]=1. The catalyst class is: 136. (8) Reactant: [CH3:1][CH:2]([CH3:18])[C:3]([C:5]1[C:13]2[C:8](=[CH:9][C:10]([C:14]([F:17])([F:16])[F:15])=[CH:11][CH:12]=2)[NH:7][CH:6]=1)=O.B.Cl. Product: [CH3:1][CH:2]([CH3:18])[CH2:3][C:5]1[C:13]2[C:8](=[CH:9][C:10]([C:14]([F:17])([F:15])[F:16])=[CH:11][CH:12]=2)[NH:7][CH:6]=1. The catalyst class is: 1.